This data is from Catalyst prediction with 721,799 reactions and 888 catalyst types from USPTO. The task is: Predict which catalyst facilitates the given reaction. Product: [CH2:8]([O:15][CH2:16][CH2:17][CH:18]([O:24][C:1](=[O:3])[CH3:2])[C:19]([CH3:22])([CH3:23])[C:20]#[N:21])[C:9]1[CH:14]=[CH:13][CH:12]=[CH:11][CH:10]=1. Reactant: [C:1](OC(=O)C)(=[O:3])[CH3:2].[CH2:8]([O:15][CH2:16][CH2:17][CH:18]([OH:24])[C:19]([CH3:23])([CH3:22])[C:20]#[N:21])[C:9]1[CH:14]=[CH:13][CH:12]=[CH:11][CH:10]=1.C(N(CC)CC)C. The catalyst class is: 277.